From a dataset of Full USPTO retrosynthesis dataset with 1.9M reactions from patents (1976-2016). Predict the reactants needed to synthesize the given product. (1) Given the product [CH2:10]([O:14][C:15]1[CH:16]=[CH:17][C:18]([O:23][C:2]2[CH:3]=[C:4]([CH:7]=[CH:8][CH:9]=2)[C:5]#[N:6])=[CH:19][CH:20]=1)[CH2:11][CH2:12][CH3:13], predict the reactants needed to synthesize it. The reactants are: F[C:2]1[CH:3]=[C:4]([CH:7]=[CH:8][CH:9]=1)[C:5]#[N:6].[CH2:10]([O:14][C:15]1[CH:16]=[C:17](O)[CH:18]=[CH:19][CH:20]=1)[CH2:11][CH2:12][CH3:13].C(=O)([O-])[O-:23].[Cs+].[Cs+].Cl. (2) Given the product [C:24]([NH2:23])(=[O:35])[C:25]1[CH:30]=[CH:29][CH:28]=[CH:27][CH:26]=1, predict the reactants needed to synthesize it. The reactants are: COC1N=CC(N2CCC(N3CC[C@@H](NC(=O)C[NH:23][C:24](=[O:35])[C:25]4[CH:30]=[CH:29][CH:28]=[C:27](C(F)(F)F)[CH:26]=4)C3)CC2)=CC=1.CSC1C=C(C=CC=1)N.COC1N=CC(N)=CC=1. (3) Given the product [Br:1][C:2]1[CH:3]=[CH:4][C:5]2[N:6]([CH:10]=[N:9][N:8]=2)[CH:7]=1, predict the reactants needed to synthesize it. The reactants are: [Br:1][C:2]1[CH:3]=[CH:4][C:5]([NH:8][NH2:9])=[N:6][CH:7]=1.[C:10]1(C)C=CC(S(O)(=O)=O)=CC=1. (4) Given the product [C:32]([NH:31][C@H:30]([C:29]([NH:28][C@H:27]([C:26]([N:14]1[CH2:15][CH:16]([O:18][CH2:19][C:20]2[CH:25]=[CH:24][CH:23]=[CH:22][CH:21]=2)[CH2:17][C@H:13]1[C:12]([NH:11][CH:8]([CH:9]=[O:10])[CH2:55][C:56]([OH:58])=[O:57])=[O:48])=[O:47])[CH:44]([CH3:45])[CH3:46])=[O:43])[CH2:35][C:36]1[CH:37]=[CH:38][C:39]([OH:42])=[CH:40][CH:41]=1)(=[O:34])[CH3:33], predict the reactants needed to synthesize it. The reactants are: C(OC(=NNC(N)=O)C[CH:8]([NH:11][C:12](=[O:48])[C@@H:13]1[CH2:17][CH:16]([O:18][CH2:19][C:20]2[CH:25]=[CH:24][CH:23]=[CH:22][CH:21]=2)[CH2:15][N:14]1[C:26](=[O:47])[C@H:27]([CH:44]([CH3:46])[CH3:45])[NH:28][C:29](=[O:43])[C@H:30]([CH2:35][C:36]1[CH:41]=[CH:40][C:39]([OH:42])=[CH:38][CH:37]=1)[NH:31][C:32](=[O:34])[CH3:33])[CH:9]=[O:10])(C)(C)C.F[C:55](F)(F)[C:56]([OH:58])=[O:57].CO.C=O. (5) Given the product [Br:20][C:21]1[CH:22]=[C:23]2[C:27](=[C:28]([C:30]([O:32][CH2:33][CH3:34])=[O:31])[CH:29]=1)[NH:26][CH:25]=[C:24]2[CH:16]1[CH2:17][CH2:18][S:13][CH2:14][CH2:15]1, predict the reactants needed to synthesize it. The reactants are: [Si](OS(C(F)(F)F)(=O)=O)(C)(C)C.[S:13]1[CH2:18][CH2:17][C:16](=O)[CH2:15][CH2:14]1.[Br:20][C:21]1[CH:22]=[C:23]2[C:27](=[C:28]([C:30]([O:32][CH2:33][CH3:34])=[O:31])[CH:29]=1)[NH:26][CH:25]=[CH:24]2.C([SiH](CC)CC)C.C([O-])([O-])=O.[Na+].[Na+]. (6) Given the product [CH3:1][O:2][C:3]1[C:8]([CH3:9])=[CH:7][N:6]=[C:5]([CH2:10][N:11]2[N:39]=[C:15]3[CH2:16][CH:17]([NH2:47])[C:18]4[CH2:19][S:20][N:21]=[C:22]([NH2:23])[C:13]([C:14]=43)=[N:12]2)[C:4]=1[CH3:40], predict the reactants needed to synthesize it. The reactants are: [CH3:1][O:2][C:3]1[C:8]([CH3:9])=[CH:7][N:6]=[C:5]([CH2:10][N:11]2[N:39]=[C:15]3[CH2:16][C:17](=O)[C:18]4[CH2:19][S:20][N:21]=[C:22]([N:23](C(OC(C)(C)C)=O)C(OC(C)(C)C)=O)[C:13]([C:14]=43)=[N:12]2)[C:4]=1[CH3:40].C([O-])(=O)C.[NH4+].C([BH3-])#[N:47].[Na+]. (7) Given the product [NH:1]1[C:9]2[C:4](=[CH:5][C:6]([NH:10][C:11]3[C:20]4[C:15](=[CH:16][CH:17]=[CH:18][CH:19]=4)[N:14]=[C:13]([C:21]4[CH:22]=[C:23]([CH:29]=[CH:30][CH:31]=4)[O:24][CH2:25][C:26]([NH:74][C:75]4[CH:76]=[N:77][CH:78]=[CH:79][CH:80]=4)=[O:27])[N:12]=3)=[CH:7][CH:8]=2)[CH:3]=[N:2]1, predict the reactants needed to synthesize it. The reactants are: [NH:1]1[C:9]2[C:4](=[CH:5][C:6]([NH:10][C:11]3[C:20]4[C:15](=[CH:16][CH:17]=[CH:18][CH:19]=4)[N:14]=[C:13]([C:21]4[CH:22]=[C:23]([CH:29]=[CH:30][CH:31]=4)[O:24][CH2:25][C:26](O)=[O:27])[N:12]=3)=[CH:7][CH:8]=2)[CH:3]=[N:2]1.C1CN([P+](ON2N=NC3C=CC=CC2=3)(N2CCCC2)N2CCCC2)CC1.F[P-](F)(F)(F)(F)F.CCN(C(C)C)C(C)C.[NH2:74][C:75]1[CH:76]=[N:77][CH:78]=[CH:79][CH:80]=1.